This data is from Reaction yield outcomes from USPTO patents with 853,638 reactions. The task is: Predict the reaction yield, written as a fraction of the theoretical maximum amount of product (1.0 means a 100% yield; for example, 0.34 means a 34% yield). (1) The reactants are Cl[C:2]1[CH:7]=[CH:6][C:5]([N+:8]([O-:10])=[O:9])=[CH:4][C:3]=1[O:11][CH:12]([F:14])[F:13].CC(C)([O-])C.[K+].[C:21]([N:28]1[CH2:33][CH2:32][CH:31]([OH:34])[CH2:30][CH2:29]1)([O:23][C:24]([CH3:27])([CH3:26])[CH3:25])=[O:22]. The catalyst is C1COCC1. The product is [F:13][CH:12]([F:14])[O:11][C:3]1[CH:4]=[C:5]([N+:8]([O-:10])=[O:9])[CH:6]=[CH:7][C:2]=1[O:34][CH:31]1[CH2:30][CH2:29][N:28]([C:21]([O:23][C:24]([CH3:27])([CH3:26])[CH3:25])=[O:22])[CH2:33][CH2:32]1. The yield is 0.280. (2) The reactants are [O:1]=[C:2]1[C:7]2[CH:8]=[CH:9][CH:10]=[CH:11][C:6]=2[S:5][C:4]([C:12]2[N:17]=[C:16]([C:18]([NH:20][CH2:21][CH2:22][CH2:23][CH2:24][CH2:25][CH2:26][NH:27]C(=O)OC(C)(C)C)=[O:19])[CH:15]=[CH:14][CH:13]=2)=[N:3]1.[ClH:35]. The catalyst is C(OCC)(=O)C. The product is [ClH:35].[NH2:27][CH2:26][CH2:25][CH2:24][CH2:23][CH2:22][CH2:21][NH:20][C:18]([C:16]1[CH:15]=[CH:14][CH:13]=[C:12]([C:4]2[S:5][C:6]3[CH:11]=[CH:10][CH:9]=[CH:8][C:7]=3[C:2](=[O:1])[N:3]=2)[N:17]=1)=[O:19]. The yield is 0.560. (3) The reactants are [CH2:1]([CH:3]([N:6]1[C:14]2[N:13]3[N:15]=[C:16]([CH3:27])[C:17]([C:18]4[C:23]([CH3:24])=[CH:22][C:21]([CH3:25])=[CH:20][C:19]=4[CH3:26])=[C:12]3[N:11]=[C:10]([CH3:28])[C:9]=2[CH2:8][CH2:7]1)[CH2:4][CH3:5])[CH3:2].O. The catalyst is CN1CCCC1=O. The product is [CH2:1]([CH:3]([N:6]1[C:14]2[N:13]3[N:15]=[C:16]([CH3:27])[C:17]([C:18]4[C:23]([CH3:24])=[CH:22][C:21]([CH3:25])=[CH:20][C:19]=4[CH3:26])=[C:12]3[N:11]=[C:10]([CH3:28])[C:9]=2[CH:8]=[CH:7]1)[CH2:4][CH3:5])[CH3:2]. The yield is 0.360. (4) The reactants are [O:1]=[C:2]1[C:11]2[CH:10]=[CH:9][CH:8]=[C:7]3[NH:12][CH:13]([C:23]4[CH:28]=[CH:27][CH:26]=[CH:25][CH:24]=4)[CH:14]([C:15]4[CH:16]=[C:17]([CH:20]=[CH:21][CH:22]=4)[CH:18]=O)[C:5]([C:6]=23)=[N:4][NH:3]1.ClCCl.[CH3:32][N:33]1[CH2:38][CH2:37][NH:36][CH2:35][CH2:34]1.[BH4-].[Na+]. The catalyst is C(O)(=O)C. The product is [CH3:32][N:33]1[CH2:38][CH2:37][N:36]([CH2:18][C:17]2[CH:16]=[C:15]([CH:14]3[C:5]4=[N:4][NH:3][C:2](=[O:1])[C:11]5[CH:10]=[CH:9][CH:8]=[C:7]([C:6]=54)[NH:12][CH:13]3[C:23]3[CH:24]=[CH:25][CH:26]=[CH:27][CH:28]=3)[CH:22]=[CH:21][CH:20]=2)[CH2:35][CH2:34]1. The yield is 0.120. (5) The reactants are C[O:2][C:3](=[O:36])[CH:4]([C:26]1[C:34]2[C:29](=[CH:30][CH:31]=[CH:32][CH:33]=2)[N:28]([CH3:35])[CH:27]=1)[CH2:5][C:6]1[CH:10]=[C:9]([C:11]2[CH:16]=[CH:15][C:14]([CH3:17])=[CH:13][CH:12]=2)[N:8]([C:18]2[CH:23]=[CH:22][C:21]([O:24][CH3:25])=[CH:20][CH:19]=2)[N:7]=1.[Li+].[OH-]. No catalyst specified. The product is [CH3:25][O:24][C:21]1[CH:20]=[CH:19][C:18]([N:8]2[C:9]([C:11]3[CH:16]=[CH:15][C:14]([CH3:17])=[CH:13][CH:12]=3)=[CH:10][C:6]([CH2:5][CH:4]([C:26]3[C:34]4[C:29](=[CH:30][CH:31]=[CH:32][CH:33]=4)[N:28]([CH3:35])[CH:27]=3)[C:3]([OH:36])=[O:2])=[N:7]2)=[CH:23][CH:22]=1. The yield is 0.490. (6) The reactants are C([O:3][C:4](=O)[C:5]1[CH:10]=[C:9]([O:11][CH2:12][CH3:13])[C:8]([N:14]2[CH:18]=[CH:17][CH:16]=[CH:15]2)=[C:7]([O:19][CH2:20][CH3:21])[CH:6]=1)C.[H-].C([Al+]CC(C)C)C(C)C. The catalyst is C1(C)C=CC=CC=1. The product is [CH2:20]([O:19][C:7]1[CH:6]=[C:5]([CH2:4][OH:3])[CH:10]=[C:9]([O:11][CH2:12][CH3:13])[C:8]=1[N:14]1[CH:15]=[CH:16][CH:17]=[CH:18]1)[CH3:21]. The yield is 1.00. (7) The reactants are [NH2:1][C:2]1[N:3]([CH3:24])[C:4](=[O:23])[C:5]2([C:15]3[C:10](=[CH:11][CH:12]=[C:13](Br)[CH:14]=3)[O:9][CH:8]([C:17]3[CH:22]=[CH:21][CH:20]=[CH:19][CH:18]=3)[CH2:7]2)[N:6]=1.[F:25][C:26]([F:37])([F:36])[C:27]1[CH:32]=[CH:31][C:30](B(O)O)=[CH:29][CH:28]=1. The catalyst is O1CCOCC1.C([O-])([O-])=O.[Cs+].[Cs+].Cl[Pd](Cl)([P](C1C=CC=CC=1)(C1C=CC=CC=1)C1C=CC=CC=1)[P](C1C=CC=CC=1)(C1C=CC=CC=1)C1C=CC=CC=1. The product is [NH2:1][C:2]1[N:3]([CH3:24])[C:4](=[O:23])[C:5]2([C:15]3[C:10](=[CH:11][CH:12]=[C:13]([C:30]4[CH:31]=[CH:32][C:27]([C:26]([F:37])([F:36])[F:25])=[CH:28][CH:29]=4)[CH:14]=3)[O:9][CH:8]([C:17]3[CH:22]=[CH:21][CH:20]=[CH:19][CH:18]=3)[CH2:7]2)[N:6]=1. The yield is 0.120.